Dataset: Reaction yield outcomes from USPTO patents with 853,638 reactions. Task: Predict the reaction yield, written as a fraction of the theoretical maximum amount of product (1.0 means a 100% yield; for example, 0.34 means a 34% yield). The reactants are [S:1]1[CH:5]=[CH:4][CH:3]=[C:2]1[C:6]1[CH:7]=[C:8]2[C:12](=[CH:13][CH:14]=1)[NH:11][N:10]=[C:9]2[NH2:15].[C:16](N1C=CC=CC1=O)([N:18]1C=CC=CC1=O)=[S:17].N.O. The catalyst is O1CCCC1. The product is [S:1]1[CH:5]=[CH:4][CH:3]=[C:2]1[C:6]1[CH:7]=[C:8]2[C:12](=[CH:13][CH:14]=1)[NH:11][N:10]=[C:9]2[NH:15][C:16]([NH2:18])=[S:17]. The yield is 0.750.